Dataset: Full USPTO retrosynthesis dataset with 1.9M reactions from patents (1976-2016). Task: Predict the reactants needed to synthesize the given product. (1) Given the product [CH:15]1([N:9]2[C:10]([C:11]([F:12])([F:13])[F:14])=[C:6]([C:4]([OH:5])=[O:3])[CH:7]=[N:8]2)[CH2:16][CH2:17]1, predict the reactants needed to synthesize it. The reactants are: C([O:3][C:4]([C:6]1[CH:7]=[N:8][N:9]([CH:15]2[CH2:17][CH2:16]2)[C:10]=1[C:11]([F:14])([F:13])[F:12])=[O:5])C.[Li+].[OH-]. (2) Given the product [C:1]([C:5]1[CH:10]=[CH:9][C:8]([C:11]2[N:15]([CH3:16])[N:14]=[C:13]([C:17](=[N:22][NH:21][C:23]([C:25]3[CH:34]=[CH:33][C:28]([C:29]([O:31][CH3:32])=[O:30])=[C:27]([OH:35])[CH:26]=3)=[O:24])[CH3:18])[C:12]=2[OH:20])=[CH:7][CH:6]=1)([CH3:4])([CH3:3])[CH3:2], predict the reactants needed to synthesize it. The reactants are: [C:1]([C:5]1[CH:10]=[CH:9][C:8]([C:11]2[N:15]([CH3:16])[N:14]=[C:13]([C:17](=O)[CH3:18])[C:12]=2[OH:20])=[CH:7][CH:6]=1)([CH3:4])([CH3:3])[CH3:2].[NH:21]([C:23]([C:25]1[CH:34]=[CH:33][C:28]([C:29]([O:31][CH3:32])=[O:30])=[C:27]([OH:35])[CH:26]=1)=[O:24])[NH2:22]. (3) The reactants are: Cl[C:2]1[N:3]=[C:4]([CH2:22][CH2:23][CH3:24])[C:5]([CH2:8][C:9]2[N:13]([C:14]3[N:21]=[CH:20][CH:19]=[CH:18][C:15]=3[C:16]#[N:17])[N:12]=[CH:11][CH:10]=2)=[N:6][CH:7]=1. Given the product [CH2:22]([C:4]1[C:5]([CH2:8][C:9]2[N:13]([C:14]3[N:21]=[CH:20][CH:19]=[CH:18][C:15]=3[C:16]#[N:17])[N:12]=[CH:11][CH:10]=2)=[N:6][CH:7]=[CH:2][N:3]=1)[CH2:23][CH3:24], predict the reactants needed to synthesize it. (4) Given the product [F:1][C:2]1[CH:7]=[CH:6][C:5]([C:8]2[CH:13]=[CH:12][N:11]=[CH:10][C:9]=2[N:14]([CH2:15][C:16](=[O:19])[CH2:17][CH3:18])[C:29](=[O:30])[C:28]2[CH:32]=[C:33]([C:35]([F:38])([F:36])[F:37])[CH:34]=[C:26]([S:23]([CH3:22])(=[O:25])=[O:24])[CH:27]=2)=[C:4]([O:20][CH3:21])[CH:3]=1, predict the reactants needed to synthesize it. The reactants are: [F:1][C:2]1[CH:7]=[CH:6][C:5]([C:8]2[CH:13]=[CH:12][N:11]=[CH:10][C:9]=2[NH:14][CH2:15][C:16](=[O:19])[CH2:17][CH3:18])=[C:4]([O:20][CH3:21])[CH:3]=1.[CH3:22][S:23]([C:26]1[CH:27]=[C:28]([CH:32]=[C:33]([C:35]([F:38])([F:37])[F:36])[CH:34]=1)[C:29](O)=[O:30])(=[O:25])=[O:24].